From a dataset of Forward reaction prediction with 1.9M reactions from USPTO patents (1976-2016). Predict the product of the given reaction. (1) Given the reactants Br[C:2]1[CH:14]=[CH:13][C:12]2[C:11]3[C:6](=[CH:7][C:8](Br)=[CH:9][CH:10]=3)[C:5](CCCCCC)(CCCCCC)[C:4]=2[CH:3]=1.BrC1C=CC2C3C=CC(Br)=CC=3COCC=2C=1.C(=O)([O-])[O-].[Na+].[Na+], predict the reaction product. The product is: [CH:7]1[C:6]2[CH2:5][C:4]3[C:12](=[CH:13][CH:14]=[CH:2][CH:3]=3)[C:11]=2[CH:10]=[CH:9][CH:8]=1. (2) The product is: [ClH:43].[Cl:43][C:42]1[CH:41]=[CH:40][C:39]([NH:44][C:45](=[O:46])[N:20]([CH:22]2[CH2:27][CH2:26][CH2:25][CH2:24][CH2:23]2)[C@H:17]2[CH2:16][C@H:15]3[C@:11]([C:5]4[CH:6]=[CH:7][C:8]([O:9][CH3:10])=[C:3]([O:2][CH3:1])[CH:4]=4)([CH2:12][CH2:13][N:14]3[CH3:21])[CH2:19][CH2:18]2)=[CH:38][C:37]=1[C:36]([F:47])([F:35])[F:48].[ClH:43]. Given the reactants [CH3:1][O:2][C:3]1[CH:4]=[C:5]([C@@:11]23[CH2:19][CH2:18][C@@H:17]([NH2:20])[CH2:16][C@@H:15]2[N:14]([CH3:21])[CH2:13][CH2:12]3)[CH:6]=[CH:7][C:8]=1[O:9][CH3:10].[C:22]1(=O)[CH2:27][CH2:26][CH2:25][CH2:24][CH2:23]1.C(O[BH3-])(=O)C.[Na+].[F:35][C:36]([F:48])([F:47])[C:37]1[CH:38]=[C:39]([N:44]=[C:45]=[O:46])[CH:40]=[CH:41][C:42]=1[Cl:43], predict the reaction product.